This data is from Peptide-MHC class I binding affinity with 185,985 pairs from IEDB/IMGT. The task is: Regression. Given a peptide amino acid sequence and an MHC pseudo amino acid sequence, predict their binding affinity value. This is MHC class I binding data. (1) The peptide sequence is QPFPSQQPY. The MHC is HLA-B35:01 with pseudo-sequence HLA-B35:01. The binding affinity (normalized) is 0.612. (2) The peptide sequence is HSNLTETFR. The MHC is HLA-A68:01 with pseudo-sequence HLA-A68:01. The binding affinity (normalized) is 1.00. (3) The peptide sequence is TLYAVATTF. The MHC is HLA-B15:01 with pseudo-sequence HLA-B15:01. The binding affinity (normalized) is 0.686.